Dataset: Full USPTO retrosynthesis dataset with 1.9M reactions from patents (1976-2016). Task: Predict the reactants needed to synthesize the given product. (1) Given the product [N:24]1[S:25][N:26]=[C:27]2[CH:32]=[C:31]([N:33]3[C:34]4[C:35](=[CH:38][CH:39]=[CH:40][N:41]=4)[CH:36]=[C:10]([CH2:9][CH2:8][CH2:7][C:4]4[CH:3]=[CH:2][N:1]=[CH:6][CH:5]=4)[C:11]3=[O:13])[CH:30]=[CH:29][C:28]=12, predict the reactants needed to synthesize it. The reactants are: [N:1]1[CH:6]=[CH:5][C:4]([CH2:7][CH2:8][CH2:9][CH2:10][C:11]([O:13]CC)=O)=[CH:3][CH:2]=1.[Li+].CC([N-]C(C)C)C.[N:24]1[S:25][N:26]=[C:27]2[CH:32]=[C:31]([NH:33][C:34]3[N:41]=[CH:40][CH:39]=[CH:38][C:35]=3[CH:36]=O)[CH:30]=[CH:29][C:28]=12.O. (2) Given the product [F:1][C:2]1[C:7]([F:8])=[CH:6][CH:5]=[CH:4][C:3]=1[C:9]1[CH2:10][N:11]([CH2:29][C:30]2[CH:35]=[CH:34][C:33]([O:36][CH3:37])=[CH:32][C:31]=2[O:38][CH3:39])[C:12](=[O:13])[C@H:14]([NH:18][C:19](=[O:28])[O:20][CH2:21][C:22]2[CH:27]=[CH:26][CH:25]=[CH:24][CH:23]=2)[CH2:15][CH:40]=1, predict the reactants needed to synthesize it. The reactants are: [F:1][C:2]1[C:7]([F:8])=[CH:6][CH:5]=[CH:4][C:3]=1[C:9](=[CH2:40])[CH2:10][N:11]([CH2:29][C:30]1[CH:35]=[CH:34][C:33]([O:36][CH3:37])=[CH:32][C:31]=1[O:38][CH3:39])[C:12]([C@H:14]([NH:18][C:19](=[O:28])[O:20][CH2:21][C:22]1[CH:27]=[CH:26][CH:25]=[CH:24][CH:23]=1)[CH2:15]C=C)=[O:13]. (3) Given the product [NH2:54][C:55]1[CH:60]=[CH:59][CH:58]=[CH:57][C:56]=1[NH:61][C:62](=[O:73])[C:63]1[CH:68]=[CH:67][C:66]([NH:69][CH2:70][CH2:71][NH:72][C:38]([C:39]2[C:40]([CH3:41])=[C:52]([CH:53]=[N:13][N:12]=[C:4]3[C:3]4[C:74](=[CH:8][CH:9]=[CH:10][C:2]=4[CH3:1])[NH:75][C:77]3=[O:78])[NH:49][C:50]=2[CH3:51])=[O:37])=[N:65][CH:64]=1, predict the reactants needed to synthesize it. The reactants are: [CH3:1][C:2]1[CH:10]=[CH:9][CH:8]=C2[C:3]=1[C:4](=[N:12][N:13]=CC1(C)CC(C)(C(O)=O)CN1)C(=O)N2.Cl.C(N=C=NCCCN(C)C)C.[OH:37][C:38]1C2N=NNC=2[CH:41]=[CH:40][CH:39]=1.C([N:49]([CH2:52][CH3:53])[CH2:50][CH3:51])C.[NH2:54][C:55]1[CH:60]=[CH:59][CH:58]=[CH:57][C:56]=1[NH:61][C:62](=[O:73])[C:63]1[CH:68]=[CH:67][C:66]([NH:69][CH2:70][CH2:71][NH2:72])=[N:65][CH:64]=1.[CH3:74][N:75]([CH:77]=[O:78])C. (4) Given the product [Cl:1][C:2]1[CH:3]=[C:4]2[C:8](=[C:9]([F:11])[CH:10]=1)[N:7]([CH3:12])[C:6]([C:13]1[CH:14]=[N:15][CH:16]=[CH:17][CH:18]=1)=[C:5]2[C:24]#[N:23], predict the reactants needed to synthesize it. The reactants are: [Cl:1][C:2]1[CH:3]=[C:4]2[C:8](=[C:9]([F:11])[CH:10]=1)[N:7]([CH3:12])[C:6]([C:13]1[CH:14]=[N:15][CH:16]=[CH:17][CH:18]=1)=[CH:5]2.ClS([N:23]=[C:24]=O)(=O)=O.CN(C=O)C.